Regression. Given two drug SMILES strings and cell line genomic features, predict the synergy score measuring deviation from expected non-interaction effect. From a dataset of NCI-60 drug combinations with 297,098 pairs across 59 cell lines. (1) Drug 1: C1CCC(CC1)NC(=O)N(CCCl)N=O. Drug 2: B(C(CC(C)C)NC(=O)C(CC1=CC=CC=C1)NC(=O)C2=NC=CN=C2)(O)O. Cell line: NCI-H522. Synergy scores: CSS=11.1, Synergy_ZIP=-6.58, Synergy_Bliss=-6.01, Synergy_Loewe=-2.31, Synergy_HSA=-3.59. (2) Drug 1: CC1OCC2C(O1)C(C(C(O2)OC3C4COC(=O)C4C(C5=CC6=C(C=C35)OCO6)C7=CC(=C(C(=C7)OC)O)OC)O)O. Drug 2: CN(CCCl)CCCl.Cl. Cell line: HT29. Synergy scores: CSS=28.1, Synergy_ZIP=-3.87, Synergy_Bliss=2.81, Synergy_Loewe=1.82, Synergy_HSA=1.58. (3) Drug 1: C1=CN(C=N1)CC(O)(P(=O)(O)O)P(=O)(O)O. Drug 2: N.N.Cl[Pt+2]Cl. Cell line: CCRF-CEM. Synergy scores: CSS=49.6, Synergy_ZIP=0.807, Synergy_Bliss=0.704, Synergy_Loewe=-3.47, Synergy_HSA=1.23.